From a dataset of Catalyst prediction with 721,799 reactions and 888 catalyst types from USPTO. Predict which catalyst facilitates the given reaction. (1) Reactant: [CH3:1][C@@:2]1([CH2:5]OS(C2C=CC=C([N+]([O-])=O)C=2)(=O)=O)[CH2:4][O:3]1.[OH:19][C:20]1[CH:29]=[C:28]([O:30][CH2:31][C:32]2[CH:37]=[CH:36][C:35]([O:38][CH3:39])=[CH:34][CH:33]=2)[CH:27]=[CH:26][C:21]=1[C:22]([NH:24][CH3:25])=[O:23].C(=O)([O-])[O-].[Cs+].[Cs+]. Product: [CH3:39][O:38][C:35]1[CH:34]=[CH:33][C:32]([CH2:31][O:30][C:28]2[CH:27]=[CH:26][C:21]([C:22]([NH:24][CH3:25])=[O:23])=[C:20]([O:19][CH2:1][C@:2]3([CH3:5])[CH2:4][O:3]3)[CH:29]=2)=[CH:37][CH:36]=1. The catalyst class is: 9. (2) Reactant: [CH2:1]([C:3]1[N:7]=[C:6]([CH2:8][N:9]2[C:14]3[CH:15]=[C:16]([C:18]4[CH:23]=[CH:22][CH:21]=[CH:20][CH:19]=4)[S:17][C:13]=3[C:12](=[O:24])[N:11]([CH:25]3[CH2:30][CH2:29][N:28](C(OC(C)(C)C)=O)[CH2:27][CH2:26]3)[C:10]2=[O:38])[O:5][N:4]=1)[CH3:2].Cl.O.[OH-].[Na+]. Product: [CH2:1]([C:3]1[N:7]=[C:6]([CH2:8][N:9]2[C:14]3[CH:15]=[C:16]([C:18]4[CH:23]=[CH:22][CH:21]=[CH:20][CH:19]=4)[S:17][C:13]=3[C:12](=[O:24])[N:11]([CH:25]3[CH2:30][CH2:29][NH:28][CH2:27][CH2:26]3)[C:10]2=[O:38])[O:5][N:4]=1)[CH3:2]. The catalyst class is: 135. (3) Product: [F:15][C:16]1[C:24]([O:25][CH2:2][C:3]2[N:4]=[C:5]([C:8]3[CH:13]=[CH:12][C:11]([CH3:14])=[CH:10][CH:9]=3)[O:6][CH:7]=2)=[CH:23][CH:22]=[C:21]([F:26])[C:17]=1[C:18]([NH2:20])=[O:19]. Reactant: Cl[CH2:2][C:3]1[N:4]=[C:5]([C:8]2[CH:13]=[CH:12][C:11]([CH3:14])=[CH:10][CH:9]=2)[O:6][CH:7]=1.[F:15][C:16]1[C:24]([OH:25])=[CH:23][CH:22]=[C:21]([F:26])[C:17]=1[C:18]([NH2:20])=[O:19].C(=O)([O-])[O-].[K+].[K+]. The catalyst class is: 3. (4) Reactant: [N+:1]([C:4]1[CH:5]=[C:6]2[C:11]3=[C:12]([C:14]4[CH2:20][CH2:19][CH2:18][CH2:17][C:16](=O)[C:15]=4[N:10]3[CH2:9][CH2:8][CH2:7]2)[CH:13]=1)([O-])=O.[H-].[H-].[H-].[H-].[Li+].[Al+3]. Product: [CH:13]1[C:12]2[C:14]3[CH2:20][CH2:19][CH2:18][CH2:17][CH2:16][C:15]=3[N:10]3[C:11]=2[C:6]([CH2:7][CH2:8][CH2:9]3)=[CH:5][C:4]=1[NH2:1]. The catalyst class is: 12. (5) Reactant: [CH2:1]([O:3][C:4]([N:6]1[CH2:20][CH2:19][C:9]2[C:10]3[C:15](O)=[N:14][C:13]([CH3:17])=[N:12][C:11]=3[S:18][C:8]=2[CH2:7]1)=[O:5])[CH3:2].O=P(Cl)(Cl)[Cl:23]. Product: [CH2:1]([O:3][C:4]([N:6]1[CH2:20][CH2:19][C:9]2[C:10]3[C:15]([Cl:23])=[N:14][C:13]([CH3:17])=[N:12][C:11]=3[S:18][C:8]=2[CH2:7]1)=[O:5])[CH3:2]. The catalyst class is: 17. (6) Reactant: [Mg].II.[F:4][C:5]1[CH:10]=[CH:9][CH:8]=[CH:7][C:6]=1I.[F:12][C:13]1[CH:32]=[CH:31][C:16]([C:17]([N:19]2[CH2:24][CH2:23][CH:22]([C:25](=[O:30])N(C)OC)[CH2:21][CH2:20]2)=[O:18])=[CH:15][CH:14]=1. The catalyst class is: 28. Product: [F:12][C:13]1[CH:14]=[CH:15][C:16]([C:17]([N:19]2[CH2:20][CH2:21][CH:22]([C:25](=[O:30])[C:6]3[CH:7]=[CH:8][CH:9]=[CH:10][C:5]=3[F:4])[CH2:23][CH2:24]2)=[O:18])=[CH:31][CH:32]=1. (7) Reactant: [C:1]([N:7]1[CH2:13][C:12]2[CH:14]=[CH:15][C:16]([C:18]([O:20]C)=O)=[CH:17][C:11]=2[O:10][CH2:9][CH2:8]1)(=[O:6])[C:2]([CH3:5])([CH3:4])[CH3:3].[OH-:22].[Na+].[NH2:24]O.Cl. Product: [OH:22][NH:24][C:18]([C:16]1[CH:15]=[CH:14][C:12]2[CH2:13][N:7]([C:1](=[O:6])[C:2]([CH3:5])([CH3:4])[CH3:3])[CH2:8][CH2:9][O:10][C:11]=2[CH:17]=1)=[O:20]. The catalyst class is: 36. (8) Reactant: [Cl:1][C:2]1[CH:7]=[CH:6][C:5]([CH:8]2[C:15]3[CH:14]=[C:13]([C:16]([O:18]C)=[O:17])[NH:12][C:11]=3[CH2:10][CH2:9]2)=[CH:4][CH:3]=1.[OH-].[Na+].C1COCC1. Product: [Cl:1][C:2]1[CH:3]=[CH:4][C:5]([CH:8]2[C:15]3[CH:14]=[C:13]([C:16]([OH:18])=[O:17])[NH:12][C:11]=3[CH2:10][CH2:9]2)=[CH:6][CH:7]=1. The catalyst class is: 5. (9) Reactant: [CH2:1]([N:3]1[CH2:8][C:7]([CH3:10])([CH3:9])[O:6][C:5](=[O:11])[CH:4]1[CH2:12][C:13]([OH:15])=O)[CH3:2].C(N(C(C)C)CC)(C)C.CN(C(ON1N=NC2C=CC=NC1=2)=[N+](C)C)C.F[P-](F)(F)(F)(F)F.[CH2:49]([NH2:57])[CH2:50][C:51]1[CH:56]=[CH:55][CH:54]=[CH:53][CH:52]=1. Product: [CH2:1]([N:3]1[CH2:8][C:7]([CH3:9])([CH3:10])[O:6][C:5](=[O:11])[CH:4]1[CH2:12][C:13]([NH:57][CH2:49][CH2:50][C:51]1[CH:56]=[CH:55][CH:54]=[CH:53][CH:52]=1)=[O:15])[CH3:2]. The catalyst class is: 3.